Dataset: Catalyst prediction with 721,799 reactions and 888 catalyst types from USPTO. Task: Predict which catalyst facilitates the given reaction. Reactant: [CH3:1][C:2]([CH3:6])(O)[C:3]#[N:4].[NH3:7].[C:8]([O-:11])([O-])=[O:9].[Na+].[Na+].ClC(OO[CH2:19][C:20]1[CH:25]=[CH:24][CH:23]=[CH:22][CH:21]=1)=O. Product: [C:3]([C:2]([NH:7][C:8](=[O:9])[O:11][CH2:19][C:20]1[CH:25]=[CH:24][CH:23]=[CH:22][CH:21]=1)([CH3:6])[CH3:1])#[N:4]. The catalyst class is: 125.